The task is: Predict the reactants needed to synthesize the given product.. This data is from Full USPTO retrosynthesis dataset with 1.9M reactions from patents (1976-2016). The reactants are: [CH3:1][C:2]1[C:9]([NH:10][C:11](=[O:17])[CH2:12][C:13]([F:16])([F:15])[F:14])=[CH:8][CH:7]=[CH:6][C:3]=1[CH2:4][OH:5]. Given the product [CH3:1][C:2]1[C:9]([NH:10][C:11](=[O:17])[CH2:12][C:13]([F:14])([F:15])[F:16])=[CH:8][CH:7]=[CH:6][C:3]=1[CH:4]=[O:5], predict the reactants needed to synthesize it.